This data is from Full USPTO retrosynthesis dataset with 1.9M reactions from patents (1976-2016). The task is: Predict the reactants needed to synthesize the given product. (1) The reactants are: [CH3:1][C:2]1([CH3:9])[CH2:7][C:6](=O)[CH2:5][CH2:4][S:3]1.FC(F)(F)S(O[Si](C)(C)C)(=O)=O.[Br:22][C:23]1[CH:24]=[C:25]2[C:29](=[C:30]([C:32]([O:34][CH2:35][CH3:36])=[O:33])[CH:31]=1)[NH:28][CH:27]=[CH:26]2.C([SiH](CC)CC)C. Given the product [Br:22][C:23]1[CH:24]=[C:25]2[C:29](=[C:30]([C:32]([O:34][CH2:35][CH3:36])=[O:33])[CH:31]=1)[NH:28][CH:27]=[C:26]2[CH:6]1[CH2:5][CH2:4][S:3][C:2]([CH3:9])([CH3:1])[CH2:7]1, predict the reactants needed to synthesize it. (2) Given the product [CH2:1]([O:3][C:4](=[O:34])[CH2:5][C@@H:6]([C:10]1[CH:15]=[CH:14][C:13]([O:16][CH2:17][C:18]2[CH:19]=[CH:20][C:21]3[N:22]([N:24]=[C:25]([C:27]4[CH:28]=[CH:29][C:30]([O:33][CH:37]([F:39])[F:38])=[CH:31][CH:32]=4)[N:26]=3)[CH:23]=2)=[CH:12][CH:11]=1)[C:7]#[C:8][CH3:9])[CH3:2], predict the reactants needed to synthesize it. The reactants are: [CH2:1]([O:3][C:4](=[O:34])[CH2:5][C@@H:6]([C:10]1[CH:15]=[CH:14][C:13]([O:16][CH2:17][C:18]2[CH:19]=[CH:20][C:21]3[N:22]([N:24]=[C:25]([C:27]4[CH:32]=[CH:31][C:30]([OH:33])=[CH:29][CH:28]=4)[N:26]=3)[CH:23]=2)=[CH:12][CH:11]=1)[C:7]#[C:8][CH3:9])[CH3:2].C([O-])([C:37](Cl)([F:39])[F:38])=O.[Na+].C(=O)([O-])[O-].[Cs+].[Cs+]. (3) Given the product [F:12][C:9]([F:10])([F:11])[C:6]1([C:2]2[O:1][N:5]=[C:4]([NH2:18])[CH:3]=2)[CH2:8][CH2:7]1, predict the reactants needed to synthesize it. The reactants are: [O:1]=[C:2]([C:6]1([C:9]([F:12])([F:11])[F:10])[CH2:8][CH2:7]1)[CH2:3][C:4]#[N:5].S(O)(O)(=O)=O.[NH2:18]O.C(=O)([O-])O.[Na+].Cl. (4) Given the product [OH:1][C:2]1[CH:7]=[C:6]([C:8]([O:10][CH3:15])=[O:9])[CH:5]=[CH:4][N:3]=1, predict the reactants needed to synthesize it. The reactants are: [OH:1][C:2]1[CH:7]=[C:6]([C:8]([OH:10])=[O:9])[CH:5]=[CH:4][N:3]=1.S(Cl)(Cl)=O.[CH3:15]O. (5) Given the product [CH2:1]([O:8][C:9]1[C:14]([O:15][CH3:16])=[CH:13][C:12]([C:17]2[N:21]=[C:20]([CH3:22])[O:19][N:18]=2)=[C:11]([S:28][Si:27]([CH:29]([CH3:31])[CH3:30])([CH:32]([CH3:34])[CH3:33])[CH:24]([CH3:25])[CH3:26])[CH:10]=1)[C:2]1[CH:7]=[CH:6][CH:5]=[CH:4][CH:3]=1, predict the reactants needed to synthesize it. The reactants are: [CH2:1]([O:8][C:9]1[C:14]([O:15][CH3:16])=[CH:13][C:12]([C:17]2[N:21]=[C:20]([CH3:22])[O:19][N:18]=2)=[C:11](I)[CH:10]=1)[C:2]1[CH:7]=[CH:6][CH:5]=[CH:4][CH:3]=1.[CH:24]([Si:27]([CH:32]([CH3:34])[CH3:33])([CH:29]([CH3:31])[CH3:30])[SH:28])([CH3:26])[CH3:25].O(C1C=CC=CC=1P(C1C=CC=CC=1)C1C=CC=CC=1)C1C=CC=CC=1P(C1C=CC=CC=1)C1C=CC=CC=1.C[Si]([N-][Si](C)(C)C)(C)C.[Na+].[O-][Si]([O-])=O.[Mg+2]. (6) Given the product [F:67][C:65]1[CH:64]=[CH:63][C:62]([C:68]([F:70])([F:69])[F:71])=[C:61]([CH:66]=1)[C:60]([N:57]1[CH2:58][CH2:59][N:54]([C:52](=[O:53])[CH2:51][NH:50][C:23]([C:20]2[CH:19]=[C:18]([C:13]3[CH:14]=[CH:15][CH:16]=[CH:17][C:12]=3[C:11]([F:10])([F:27])[F:26])[NH:22][N:21]=2)=[O:25])[CH2:55][CH2:56]1)=[O:72], predict the reactants needed to synthesize it. The reactants are: CCN(C(C)C)C(C)C.[F:10][C:11]([F:27])([F:26])[C:12]1[CH:17]=[CH:16][CH:15]=[CH:14][C:13]=1[C:18]1[NH:22][N:21]=[C:20]([C:23]([OH:25])=O)[CH:19]=1.C1C=CC2N(O)N=NC=2C=1.CCN=C=NCCCN(C)C.Cl.[NH2:50][CH2:51][C:52]([N:54]1[CH2:59][CH2:58][N:57]([C:60](=[O:72])[C:61]2[CH:66]=[C:65]([F:67])[CH:64]=[CH:63][C:62]=2[C:68]([F:71])([F:70])[F:69])[CH2:56][CH2:55]1)=[O:53]. (7) The reactants are: C[O:2][C:3](=O)[NH:4][C:5]1[NH:6][C:7]2[CH:13]=[C:12]([O:14][S:15]([C:18]3[CH:23]=[CH:22][C:21]([NH:24][CH:25]4[CH2:29][CH2:28][CH2:27][CH2:26]4)=[CH:20][CH:19]=3)(=[O:17])=[O:16])[CH:11]=[CH:10][C:8]=2[N:9]=1.[CH3:31][NH:32]C.N12CCCN=C1CCCC[CH2:35]2. Given the product [CH:25]1([NH:24][C:21]2[CH:20]=[CH:19][C:18]([S:15]([O:14][C:12]3[CH:11]=[CH:10][C:8]4[NH:9][C:5]([N:4]([CH3:35])[C:3]([NH:32][CH3:31])=[O:2])=[N:6][C:7]=4[CH:13]=3)(=[O:17])=[O:16])=[CH:23][CH:22]=2)[CH2:26][CH2:27][CH2:28][CH2:29]1, predict the reactants needed to synthesize it. (8) Given the product [Cl:1][C:2]1[CH:3]=[C:4]([C:9]2([CH:15]([OH:16])[CH3:17])[CH2:14][CH2:13][CH2:12][CH2:11][CH2:10]2)[CH:5]=[CH:6][C:7]=1[Cl:8], predict the reactants needed to synthesize it. The reactants are: [Cl:1][C:2]1[CH:3]=[C:4]([C:9]2([CH:15]=[O:16])[CH2:14][CH2:13][CH2:12][CH2:11][CH2:10]2)[CH:5]=[CH:6][C:7]=1[Cl:8].[CH3:17][Li].Cl. (9) The reactants are: [CH3:1][C:2]1[C:3]([N+:12]([O-])=O)=[CH:4][CH:5]=[C:6]2[C:11]=1[N:10]=[CH:9][CH:8]=[CH:7]2.C([O-])=O.[NH4+]. Given the product [NH2:12][C:3]1[C:2]([CH3:1])=[C:11]2[C:6]([CH:7]=[CH:8][CH:9]=[N:10]2)=[CH:5][CH:4]=1, predict the reactants needed to synthesize it.